The task is: Predict the product of the given reaction.. This data is from Forward reaction prediction with 1.9M reactions from USPTO patents (1976-2016). (1) Given the reactants Br[C:2]1[S:6][C:5]([NH:7][C:8]([NH:10][C:11]2[CH:16]=[CH:15][C:14]([CH3:17])=[CH:13][C:12]=2[C:18]([CH:20]2[CH2:24][CH2:23][CH2:22][CH2:21]2)=[O:19])=[O:9])=[N:4][CH:3]=1.[CH3:25][O:26][C:27](=[O:31])[CH:28]([SH:30])[CH3:29], predict the reaction product. The product is: [CH3:25][O:26][C:27](=[O:31])[CH:28]([S:30][C:2]1[S:6][C:5]([NH:7][C:8]([NH:10][C:11]2[CH:16]=[CH:15][C:14]([CH3:17])=[CH:13][C:12]=2[C:18]([CH:20]2[CH2:24][CH2:23][CH2:22][CH2:21]2)=[O:19])=[O:9])=[N:4][CH:3]=1)[CH3:29]. (2) Given the reactants [Br:1][C:2]1[CH:3]=[N:4][C:5]2[N:6]([N:8]=[C:9]([C:11]([OH:13])=O)[CH:10]=2)[CH:7]=1.[O:14]1[CH:18]=[CH:17][CH:16]=[C:15]1[C:19]1[CH:28]=[C:27]2[C:22]([CH2:23][CH2:24][NH:25][CH:26]2[CH3:29])=[CH:21][CH:20]=1, predict the reaction product. The product is: [Br:1][C:2]1[CH:3]=[N:4][C:5]2[N:6]([N:8]=[C:9]([C:11]([N:25]3[CH2:24][CH2:23][C:22]4[C:27](=[CH:28][C:19]([C:15]5[O:14][CH:18]=[CH:17][CH:16]=5)=[CH:20][CH:21]=4)[CH:26]3[CH3:29])=[O:13])[CH:10]=2)[CH:7]=1.